From a dataset of NCI-60 drug combinations with 297,098 pairs across 59 cell lines. Regression. Given two drug SMILES strings and cell line genomic features, predict the synergy score measuring deviation from expected non-interaction effect. (1) Drug 1: CN(CC1=CN=C2C(=N1)C(=NC(=N2)N)N)C3=CC=C(C=C3)C(=O)NC(CCC(=O)O)C(=O)O. Drug 2: C1C(C(OC1N2C=NC3=C2NC=NCC3O)CO)O. Cell line: SK-MEL-5. Synergy scores: CSS=7.27, Synergy_ZIP=-1.69, Synergy_Bliss=-1.65, Synergy_Loewe=-44.4, Synergy_HSA=-1.26. (2) Drug 1: CC1CCC2CC(C(=CC=CC=CC(CC(C(=O)C(C(C(=CC(C(=O)CC(OC(=O)C3CCCCN3C(=O)C(=O)C1(O2)O)C(C)CC4CCC(C(C4)OC)O)C)C)O)OC)C)C)C)OC. Drug 2: CCC1(C2=C(COC1=O)C(=O)N3CC4=CC5=C(C=CC(=C5CN(C)C)O)N=C4C3=C2)O.Cl. Cell line: HS 578T. Synergy scores: CSS=34.4, Synergy_ZIP=-5.56, Synergy_Bliss=-0.877, Synergy_Loewe=0.344, Synergy_HSA=3.42.